This data is from Reaction yield outcomes from USPTO patents with 853,638 reactions. The task is: Predict the reaction yield, written as a fraction of the theoretical maximum amount of product (1.0 means a 100% yield; for example, 0.34 means a 34% yield). The reactants are [Cl:1][C:2]1[CH:7]=[CH:6][C:5](I)=[CH:4][CH:3]=1.[NH2:9][CH2:10][CH2:11][OH:12].[OH-].[Na+]. The catalyst is CS(C)=O.O. The product is [Cl:1][C:2]1[CH:7]=[CH:6][C:5]([NH:9][CH2:10][CH2:11][OH:12])=[CH:4][CH:3]=1. The yield is 0.580.